Dataset: Peptide-MHC class II binding affinity with 134,281 pairs from IEDB. Task: Regression. Given a peptide amino acid sequence and an MHC pseudo amino acid sequence, predict their binding affinity value. This is MHC class II binding data. (1) The peptide sequence is AAKPAAAATATATAA. The MHC is DRB1_1501 with pseudo-sequence DRB1_1501. The binding affinity (normalized) is 0. (2) The peptide sequence is GVAGLLVALAV. The MHC is HLA-DQA10101-DQB10501 with pseudo-sequence HLA-DQA10101-DQB10501. The binding affinity (normalized) is 0.165.